From a dataset of Peptide-MHC class II binding affinity with 134,281 pairs from IEDB. Regression. Given a peptide amino acid sequence and an MHC pseudo amino acid sequence, predict their binding affinity value. This is MHC class II binding data. (1) The peptide sequence is AVVCGRRHGVRIRVR. The MHC is HLA-DPA10201-DPB11401 with pseudo-sequence HLA-DPA10201-DPB11401. The binding affinity (normalized) is 0.405. (2) The peptide sequence is SQVHIRRPGGAGRDG. The MHC is DRB1_1302 with pseudo-sequence DRB1_1302. The binding affinity (normalized) is 0.155. (3) The peptide sequence is DCLLCAYSIEFGTNI. The MHC is HLA-DPA10103-DPB10401 with pseudo-sequence HLA-DPA10103-DPB10401. The binding affinity (normalized) is 0.462. (4) The peptide sequence is VRVPVPQLQPQNPSQ. The MHC is HLA-DPA10201-DPB10101 with pseudo-sequence HLA-DPA10201-DPB10101. The binding affinity (normalized) is 0.147.